The task is: Predict the product of the given reaction.. This data is from Forward reaction prediction with 1.9M reactions from USPTO patents (1976-2016). (1) Given the reactants [CH3:1][O:2]/[N:3]=[C:4](\[C:10]([NH:12][C@@H:13]1[C:16](=[O:17])[N:15]2[C:18]([C:27]([OH:29])=[O:28])=[C:19]([CH2:22][O:23][C:24]([NH2:26])=[O:25])[CH2:20][S:21][C@H:14]12)=[O:11])/[C:5]1[O:9][CH:8]=[CH:7][CH:6]=1.[Na:30].C(C(CCCC)C(O)=[O:35])C.C(C(CC)C(O)=O)C, predict the reaction product. The product is: [C:27]([OH:29])(=[O:28])[CH:18]([CH3:19])[OH:35].[CH3:1][O:2]/[N:3]=[C:4](\[C:10]([NH:12][C@@H:13]1[C:16](=[O:17])[N:15]2[C:18]([C:27]([OH:29])=[O:28])=[C:19]([CH2:22][O:23][C:24]([NH2:26])=[O:25])[CH2:20][S:21][C@H:14]12)=[O:11])/[C:5]1[O:9][CH:8]=[CH:7][CH:6]=1.[Na:30]. (2) Given the reactants [NH2:1][C:2]1[C:10]2[C:5](=[CH:6][CH:7]=[CH:8][C:9]=2[C:11]#[N:12])[N:4]([C:13]([O:15][C:16]([CH3:19])([CH3:18])[CH3:17])=[O:14])[N:3]=1.[Cl:20][C:21]1[S:25][C:24]([S:26](Cl)(=[O:28])=[O:27])=[CH:23][CH:22]=1, predict the reaction product. The product is: [Cl:20][C:21]1[S:25][C:24]([S:26]([N:1]([S:26]([C:24]2[S:25][C:21]([Cl:20])=[CH:22][CH:23]=2)(=[O:28])=[O:27])[C:2]2[C:10]3[C:5](=[CH:6][CH:7]=[CH:8][C:9]=3[C:11]#[N:12])[N:4]([C:13]([O:15][C:16]([CH3:19])([CH3:18])[CH3:17])=[O:14])[N:3]=2)(=[O:28])=[O:27])=[CH:23][CH:22]=1. (3) Given the reactants [Cl:1][C:2]1[CH:7]=[CH:6][C:5]([C@@H:8]([C@H:24]2[CH2:29][CH2:28][O:27][C:26]([CH3:31])([CH3:30])[CH2:25]2)[CH2:9][C:10](N2[C@H](C3C=CC=CC=3)COC2=O)=[O:11])=[CH:4][CH:3]=1.OO.[Li+].[OH-].S([O-])([O-])=[O:37].[Na+].[Na+].C(=O)(O)[O-].[Na+], predict the reaction product. The product is: [Cl:1][C:2]1[CH:3]=[CH:4][C:5]([C@@H:8]([C@H:24]2[CH2:29][CH2:28][O:27][C:26]([CH3:31])([CH3:30])[CH2:25]2)[CH2:9][C:10]([OH:11])=[O:37])=[CH:6][CH:7]=1. (4) Given the reactants Cl.[C:2](Cl)(=[O:9])[C:3]1[CH:8]=[CH:7][N:6]=[CH:5][CH:4]=1.C(N(CC)CC)C.ClCCl.[NH2:21][C:22]1[CH:27]=[C:26]([C:28]([F:31])([F:30])[F:29])[CH:25]=[CH:24][C:23]=1[N:32]1[C:40]2[C:35](=[CH:36][CH:37]=[CH:38][CH:39]=2)[CH2:34][CH2:33]1, predict the reaction product. The product is: [N:32]1([C:23]2[CH:24]=[CH:25][C:26]([C:28]([F:30])([F:31])[F:29])=[CH:27][C:22]=2[NH:21][C:2](=[O:9])[C:3]2[CH:8]=[CH:7][N:6]=[CH:5][CH:4]=2)[C:40]2[C:35](=[CH:36][CH:37]=[CH:38][CH:39]=2)[CH2:34][CH2:33]1. (5) Given the reactants [C:1]([C:4]1[CH:9]=[CH:8][C:7]([CH:10]2[CH2:15][CH2:14][N:13]([C:16]([O:18][C:19]([CH3:22])([CH3:21])[CH3:20])=[O:17])[CH2:12][CH2:11]2)=[CH:6][CH:5]=1)([OH:3])=O.C(N(C(C)C)CC)(C)C.CN(C(ON1N=[N:47][C:42]2[CH:43]=[CH:44][CH:45]=NC1=2)=[N+](C)C)C.F[P-](F)(F)(F)(F)F.Cl.C1(CN)CC1, predict the reaction product. The product is: [CH:43]1([CH2:42][NH:47][C:1]([C:4]2[CH:5]=[CH:6][C:7]([CH:10]3[CH2:15][CH2:14][N:13]([C:16]([O:18][C:19]([CH3:20])([CH3:21])[CH3:22])=[O:17])[CH2:12][CH2:11]3)=[CH:8][CH:9]=2)=[O:3])[CH2:45][CH2:44]1. (6) Given the reactants [CH3:1][O:2][C:3](=[O:15])[C:4]1[CH:9]=[C:8]([C:10]([F:13])([F:12])[F:11])[CH:7]=[C:6]([NH2:14])[CH:5]=1.[C:16](O[C:16]([O:18][C:19]([CH3:22])([CH3:21])[CH3:20])=[O:17])([O:18][C:19]([CH3:22])([CH3:21])[CH3:20])=[O:17], predict the reaction product. The product is: [CH3:1][O:2][C:3](=[O:15])[C:4]1[CH:9]=[C:8]([C:10]([F:13])([F:12])[F:11])[CH:7]=[C:6]([NH:14][C:16]([O:18][C:19]([CH3:22])([CH3:21])[CH3:20])=[O:17])[CH:5]=1. (7) Given the reactants [CH2:1]([NH:3][CH2:4][CH3:5])[CH3:2].Br[CH2:7]/[CH:8]=[CH:9]\[Sn:10]([CH2:19][CH2:20][CH2:21][CH3:22])([CH2:15][CH2:16][CH2:17][CH3:18])[CH2:11][CH2:12][CH2:13][CH3:14], predict the reaction product. The product is: [CH2:1]([N:3]([CH2:4][CH3:5])[CH2:7]/[CH:8]=[CH:9]\[Sn:10]([CH2:19][CH2:20][CH2:21][CH3:22])([CH2:15][CH2:16][CH2:17][CH3:18])[CH2:11][CH2:12][CH2:13][CH3:14])[CH3:2]. (8) Given the reactants [CH3:1][NH:2][C:3]1[C:7]2[CH:8]=[N:9][C:10]([NH:12][C:13]([NH:15][CH:16]([C:22]3[CH:27]=[CH:26][CH:25]=[CH:24][CH:23]=3)[CH:17]3[CH2:21][CH2:20][CH2:19][O:18]3)=[O:14])=[CH:11][C:6]=2[N:5](C(C2C=CC=CC=2)(C2C=CC=CC=2)C2C=CC=CC=2)[N:4]=1.C([SiH](CC)CC)C, predict the reaction product. The product is: [CH3:1][NH:2][C:3]1[C:7]2[CH:8]=[N:9][C:10]([NH:12][C:13]([NH:15][CH:16]([C:22]3[CH:27]=[CH:26][CH:25]=[CH:24][CH:23]=3)[CH:17]3[CH2:21][CH2:20][CH2:19][O:18]3)=[O:14])=[CH:11][C:6]=2[NH:5][N:4]=1.